From a dataset of Full USPTO retrosynthesis dataset with 1.9M reactions from patents (1976-2016). Predict the reactants needed to synthesize the given product. (1) Given the product [F:11][C:2]([F:1])([F:10])[C:3]1[CH:8]=[CH:7][N:6]=[C:5]([O:9][CH2:13][C:14]([O:16][CH2:17][CH3:18])=[O:15])[CH:4]=1, predict the reactants needed to synthesize it. The reactants are: [F:1][C:2]([F:11])([F:10])[C:3]1[CH:8]=[CH:7][N:6]=[C:5]([OH:9])[CH:4]=1.Br[CH2:13][C:14]([O:16][CH2:17][CH3:18])=[O:15]. (2) The reactants are: [CH2:1]([C:8]1[N:13]=[C:12]([CH3:14])[C:11]([C:15]([O:17]CC)=[O:16])=[CH:10][N:9]=1)[C:2]1[CH:7]=[CH:6][CH:5]=[CH:4][CH:3]=1.[OH-].[Na+]. Given the product [CH2:1]([C:8]1[N:13]=[C:12]([CH3:14])[C:11]([C:15]([OH:17])=[O:16])=[CH:10][N:9]=1)[C:2]1[CH:3]=[CH:4][CH:5]=[CH:6][CH:7]=1, predict the reactants needed to synthesize it. (3) Given the product [CH2:7]([O:6][C:4](=[O:5])[CH2:3][NH:2][CH2:13][CH2:12][C:11]([O:15][CH2:16][CH3:17])=[O:14])[CH3:8], predict the reactants needed to synthesize it. The reactants are: Cl.[NH2:2][CH2:3][C:4]([O:6][CH2:7][CH3:8])=[O:5].[OH-].[Na+].[C:11]([O:15][CH2:16][CH3:17])(=[O:14])[CH:12]=[CH2:13]. (4) The reactants are: [CH3:1][C:2]1[CH:7]=[CH:6][C:5]([S:8]([O-:11])(=[O:10])=[O:9])=[CH:4][CH:3]=1.[CH3:12][N+:13]1[CH:21]=[C:20]2[N:15](C(=O)[NH:17][CH2:18][CH2:19]2)[CH:14]=1.O.[CH3:24][C:25]1[CH:30]=[CH:29][C:28]([S:31]([OH:34])(=[O:33])=[O:32])=[CH:27][CH:26]=1.O1CCOCC1. Given the product [CH3:1][C:2]1[CH:3]=[CH:4][C:5]([S:8]([OH:11])(=[O:10])=[O:9])=[CH:6][CH:7]=1.[CH3:24][C:25]1[CH:26]=[CH:27][C:28]([S:31]([OH:34])(=[O:33])=[O:32])=[CH:29][CH:30]=1.[CH3:12][N:13]1[CH:21]=[C:20]([CH2:19][CH2:18][NH2:17])[N:15]=[CH:14]1, predict the reactants needed to synthesize it. (5) Given the product [CH:11]([O:10][C:5]1[CH:4]=[CH:3][C:2]([C:15]2[S:14][CH:18]=[CH:17][CH:16]=2)=[CH:9][C:6]=1[C:7]#[N:8])([CH3:13])[CH3:12], predict the reactants needed to synthesize it. The reactants are: Br[C:2]1[CH:3]=[CH:4][C:5]([O:10][CH:11]([CH3:13])[CH3:12])=[C:6]([CH:9]=1)[C:7]#[N:8].[S:14]1[CH:18]=[CH:17][CH:16]=[C:15]1B(O)O.C(=O)([O-])[O-].[K+].[K+].CC(O)C(O)C.O.